From a dataset of Forward reaction prediction with 1.9M reactions from USPTO patents (1976-2016). Predict the product of the given reaction. (1) Given the reactants O=[C:2]([C:5]1[CH:10]=[CH:9][CH:8]=[CH:7][CH:6]=1)[CH:3]=O.[NH2:11][N:12]1[C:16]([NH2:17])=[N:15][N:14]=[C:13]1[CH2:18][C:19]1[CH:24]=[CH:23][C:22]([OH:25])=[CH:21][CH:20]=1, predict the reaction product. The product is: [C:5]1([C:2]2[CH:3]=[N:11][N:12]3[C:13]([CH2:18][C:19]4[CH:24]=[CH:23][C:22]([OH:25])=[CH:21][CH:20]=4)=[N:14][N:15]=[C:16]3[N:17]=2)[CH:10]=[CH:9][CH:8]=[CH:7][CH:6]=1. (2) Given the reactants [C:1]([O:5][C:6]([NH:8][CH2:9][CH2:10][NH:11][C:12]([C:14]1[CH:15]=[CH:16][C:17]([C:20](OC)=[O:21])=[N:18][CH:19]=1)=[O:13])=[O:7])([CH3:4])([CH3:3])[CH3:2].[BH4-].[Na+].C1COCC1.C([O-])([O-])=O.[Na+].[Na+], predict the reaction product. The product is: [C:1]([O:5][C:6](=[O:7])[NH:8][CH2:9][CH2:10][NH:11][C:12](=[O:13])[C:14]1[CH:15]=[CH:16][C:17]([CH2:20][OH:21])=[N:18][CH:19]=1)([CH3:4])([CH3:2])[CH3:3]. (3) Given the reactants [C:1]([O:5][C:6](=[O:20])[NH:7][C:8]1[CH:13]=[C:12]([N+:14]([O-:16])=[O:15])[CH:11]=[C:10]([N+:17]([O-])=O)[CH:9]=1)([CH3:4])([CH3:3])[CH3:2].C(N(CC)CC)C.C(O)=O, predict the reaction product. The product is: [NH2:17][C:10]1[CH:9]=[C:8]([NH:7][C:6](=[O:20])[O:5][C:1]([CH3:3])([CH3:2])[CH3:4])[CH:13]=[C:12]([N+:14]([O-:16])=[O:15])[CH:11]=1. (4) Given the reactants [CH3:1][C:2]1[CH:7]=[CH:6][C:5]([NH:8]C(=O)OC(C)(C)C)=[C:4](B2OC(C)(C)C(C)(C)O2)[CH:3]=1.Br[C:26]1[C:27]([C:32]#[N:33])=[N:28][CH:29]=[CH:30][CH:31]=1.C(=O)([O-])[O-].[K+].[K+], predict the reaction product. The product is: [CH3:1][C:2]1[CH:3]=[CH:4][C:5]2[C:6]([CH:7]=1)=[C:26]1[C:27](=[C:32]([NH2:33])[N:8]=2)[N:28]=[CH:29][CH:30]=[CH:31]1. (5) Given the reactants [Cl:1][C:2]1[CH:3]=[C:4]([C:16]([NH:18][C@H:19]([C:21]2[CH:29]=[CH:28][C:24]([C:25]([OH:27])=O)=[CH:23][CH:22]=2)[CH3:20])=[O:17])[C:5]([O:8][C:9]2[CH:14]=[CH:13][C:12]([F:15])=[CH:11][CH:10]=2)=[N:6][CH:7]=1.[CH3:30][C:31]1[CH:32]=[CH:33][C:34]([S:37]([NH2:40])(=[O:39])=[O:38])=[N:35][CH:36]=1, predict the reaction product. The product is: [Cl:1][C:2]1[CH:7]=[N:6][C:5]([O:8][C:9]2[CH:10]=[CH:11][C:12]([F:15])=[CH:13][CH:14]=2)=[C:4]([CH:3]=1)[C:16]([NH:18][C@H:19]([C:21]1[CH:22]=[CH:23][C:24]([C:25]([NH:40][S:37]([C:34]2[CH:33]=[CH:32][C:31]([CH3:30])=[CH:36][N:35]=2)(=[O:39])=[O:38])=[O:27])=[CH:28][CH:29]=1)[CH3:20])=[O:17].